Dataset: Catalyst prediction with 721,799 reactions and 888 catalyst types from USPTO. Task: Predict which catalyst facilitates the given reaction. (1) Reactant: [OH:1][C:2]1[C:3]([CH:11]2[C:15]3=[N:16][CH:17]=[CH:18][CH:19]=[C:14]3[N:13]([CH2:20][CH2:21][CH2:22][CH2:23][CH3:24])[C:12]2=[O:25])=[CH:4][C:5]2[O:9][CH2:8][O:7][C:6]=2[CH:10]=1.C([N-]C(C)C)(C)C.[Li+].[CH2:34]=[O:35]. Product: [OH:1][C:2]1[C:3]([C:11]2([CH2:34][OH:35])[C:15]3=[N:16][CH:17]=[CH:18][CH:19]=[C:14]3[N:13]([CH2:20][CH2:21][CH2:22][CH2:23][CH3:24])[C:12]2=[O:25])=[CH:4][C:5]2[O:9][CH2:8][O:7][C:6]=2[CH:10]=1. The catalyst class is: 7. (2) Reactant: N#N.[CH3:3][O:4][C:5]1[CH:10]=[C:9]([O:11][CH3:12])[CH:8]=[CH:7][C:6]=1[C:13]1[CH:18]=[CH:17][CH:16]=[C:15]([C:19]([OH:21])=O)[CH:14]=1.CN(C=O)C.C(Cl)(=O)C([Cl:30])=O. Product: [CH3:3][O:4][C:5]1[CH:10]=[C:9]([O:11][CH3:12])[CH:8]=[CH:7][C:6]=1[C:13]1[CH:18]=[CH:17][CH:16]=[C:15]([C:19]([Cl:30])=[O:21])[CH:14]=1. The catalyst class is: 46. (3) Product: [F:18][C:17]1[C:16]([O:19][CH3:20])=[CH:15][C:14]([O:21][CH3:22])=[C:13]([F:23])[C:12]=1[N:7]1[C:6](=[O:24])[C:5]2([CH2:26][CH2:25]2)[C:4]2[C:9](=[CH:10][N:11]=[C:2]([NH:35][CH2:34][CH2:33][N:30]3[CH2:31][CH2:32][O:27][CH2:28][CH2:29]3)[CH:3]=2)[CH2:8]1. The catalyst class is: 160. Reactant: Cl[C:2]1[CH:3]=[C:4]2[C:9](=[CH:10][N:11]=1)[CH2:8][N:7]([C:12]1[C:17]([F:18])=[C:16]([O:19][CH3:20])[CH:15]=[C:14]([O:21][CH3:22])[C:13]=1[F:23])[C:6](=[O:24])[C:5]12[CH2:26][CH2:25]1.[O:27]1[CH2:32][CH2:31][N:30]([CH2:33][CH2:34][NH2:35])[CH2:29][CH2:28]1.C1(P(C2CCCCC2)C2C(OC)=CC=C(OC)C=2C2C(C(C)C)=CC(C(C)C)=CC=2C(C)C)CCCCC1.CC(C)([O-])C.[Na+]. (4) Reactant: C(N[C:5]1[C:6](=[O:23])[O:7][C:8]2[C:13]([CH:14]=1)=[CH:12][C:11]([O:15]C(=O)C)=[C:10]([O:19]C(=O)C)[CH:9]=2)(=O)C.CC(O)=[O:26]. The catalyst class is: 33. Product: [OH:26][C:5]1[C:6](=[O:23])[O:7][C:8]2[C:13]([CH:14]=1)=[CH:12][C:11]([OH:15])=[C:10]([OH:19])[CH:9]=2. (5) Reactant: C=O.O.[O:4]1[C:8]2[CH:9]=[CH:10][C:11]([CH:13]([CH:16]3[CH2:21][CH2:20][NH:19][CH2:18][CH2:17]3)[C:14]#[N:15])=[CH:12][C:7]=2[O:6][CH2:5]1.[C:22](O[BH-](OC(=O)C)OC(=O)C)(=O)C.[Na+]. Product: [O:4]1[C:8]2[CH:9]=[CH:10][C:11]([CH:13]([CH:16]3[CH2:17][CH2:18][N:19]([CH3:22])[CH2:20][CH2:21]3)[C:14]#[N:15])=[CH:12][C:7]=2[O:6][CH2:5]1. The catalyst class is: 23. (6) The catalyst class is: 2. Reactant: [CH2:1]([O:8][C:9]([NH:11][C@H:12]1[C@H:16]([OH:17])[CH2:15][N:14](C(OC(C)(C)C)=O)[CH2:13]1)=[O:10])[C:2]1[CH:7]=[CH:6][CH:5]=[CH:4][CH:3]=1.C(O)(C(F)(F)F)=O. Product: [OH:17][C@@H:16]1[CH2:15][NH:14][CH2:13][C@H:12]1[NH:11][C:9](=[O:10])[O:8][CH2:1][C:2]1[CH:3]=[CH:4][CH:5]=[CH:6][CH:7]=1. (7) Reactant: [NH2:1][C@H:2]1[CH2:10][O:9][CH2:8][C@H:7]([O:11][CH2:12][C:13]2[CH:18]=[CH:17][CH:16]=[CH:15][CH:14]=2)[C@@H:6]([O:19][CH2:20][C:21]2[CH:26]=[CH:25][CH:24]=[CH:23][CH:22]=2)[CH2:5][O:4][C:3]1=[O:27].[OH:28][C:29]1[C:30]([C:37](O)=[O:38])=[N:31][CH:32]=[CH:33][C:34]=1[O:35][CH3:36].CN(C(ON1N=NC2C=CC=NC1=2)=[N+](C)C)C.F[P-](F)(F)(F)(F)F.CN1CCOCC1. Product: [CH2:12]([O:11][C@@H:7]1[C@@H:6]([O:19][CH2:20][C:21]2[CH:26]=[CH:25][CH:24]=[CH:23][CH:22]=2)[CH2:5][O:4][C:3](=[O:27])[C@@H:2]([NH:1][C:37](=[O:38])[C:30]2[C:29]([OH:28])=[C:34]([O:35][CH3:36])[CH:33]=[CH:32][N:31]=2)[CH2:10][O:9][CH2:8]1)[C:13]1[CH:18]=[CH:17][CH:16]=[CH:15][CH:14]=1. The catalyst class is: 2.